This data is from NCI-60 drug combinations with 297,098 pairs across 59 cell lines. The task is: Regression. Given two drug SMILES strings and cell line genomic features, predict the synergy score measuring deviation from expected non-interaction effect. (1) Drug 1: CC1=C2C(C(=O)C3(C(CC4C(C3C(C(C2(C)C)(CC1OC(=O)C(C(C5=CC=CC=C5)NC(=O)OC(C)(C)C)O)O)OC(=O)C6=CC=CC=C6)(CO4)OC(=O)C)OC)C)OC. Drug 2: C1=CC(=C2C(=C1NCCNCCO)C(=O)C3=C(C=CC(=C3C2=O)O)O)NCCNCCO. Cell line: UACC-257. Synergy scores: CSS=21.5, Synergy_ZIP=-1.25, Synergy_Bliss=0.124, Synergy_Loewe=-0.727, Synergy_HSA=1.78. (2) Drug 1: C1=NNC2=C1C(=O)NC=N2. Drug 2: CC1C(C(CC(O1)OC2CC(CC3=C2C(=C4C(=C3O)C(=O)C5=CC=CC=C5C4=O)O)(C(=O)C)O)N)O. Cell line: HCT116. Synergy scores: CSS=39.0, Synergy_ZIP=2.71, Synergy_Bliss=4.10, Synergy_Loewe=-31.5, Synergy_HSA=4.75. (3) Drug 1: CC=C1C(=O)NC(C(=O)OC2CC(=O)NC(C(=O)NC(CSSCCC=C2)C(=O)N1)C(C)C)C(C)C. Drug 2: C1=CN(C=N1)CC(O)(P(=O)(O)O)P(=O)(O)O. Cell line: MDA-MB-231. Synergy scores: CSS=27.3, Synergy_ZIP=0.965, Synergy_Bliss=-1.09, Synergy_Loewe=-54.3, Synergy_HSA=-1.21. (4) Drug 1: C1CCC(C1)C(CC#N)N2C=C(C=N2)C3=C4C=CNC4=NC=N3. Drug 2: C1=NC2=C(N1)C(=S)N=C(N2)N. Cell line: HCT116. Synergy scores: CSS=37.8, Synergy_ZIP=0.403, Synergy_Bliss=-1.68, Synergy_Loewe=-21.3, Synergy_HSA=-2.34. (5) Drug 1: C1C(C(OC1N2C=NC3=C(N=C(N=C32)Cl)N)CO)O. Drug 2: CC1=C(C=C(C=C1)NC(=O)C2=CC=C(C=C2)CN3CCN(CC3)C)NC4=NC=CC(=N4)C5=CN=CC=C5. Cell line: NCI-H522. Synergy scores: CSS=9.63, Synergy_ZIP=0.778, Synergy_Bliss=-1.82, Synergy_Loewe=-7.73, Synergy_HSA=-0.995.